The task is: Predict which catalyst facilitates the given reaction.. This data is from Catalyst prediction with 721,799 reactions and 888 catalyst types from USPTO. (1) Reactant: [CH3:1][O:2][C:3]1[CH:44]=[CH:43][CH:42]=[CH:41][C:4]=1[CH2:5][NH:6][C:7]([C:9]1[N:13]([C:14]2[CH:15]=[C:16]([CH:20]3[CH2:25][CH2:24][N:23]([CH2:26][CH2:27][N:28](C)[C:29](=O)OC(C)(C)C)[CH2:22][CH2:21]3)[CH:17]=[CH:18][CH:19]=2)[N:12]=[C:11]([C:37]([F:40])([F:39])[F:38])[CH:10]=1)=[O:8].C(O)(C(F)(F)F)=O. Product: [CH3:1][O:2][C:3]1[CH:44]=[CH:43][CH:42]=[CH:41][C:4]=1[CH2:5][NH:6][C:7]([C:9]1[N:13]([C:14]2[CH:19]=[CH:18][CH:17]=[C:16]([CH:20]3[CH2:25][CH2:24][N:23]([CH2:26][CH2:27][NH:28][CH3:29])[CH2:22][CH2:21]3)[CH:15]=2)[N:12]=[C:11]([C:37]([F:38])([F:39])[F:40])[CH:10]=1)=[O:8]. The catalyst class is: 2. (2) Reactant: [CH2:1]([NH2:4])[CH:2]=[CH2:3].Cl[C:6]1[N:7]=[C:8]([NH:16][CH2:17][C:18]([CH3:21])([CH3:20])[CH3:19])[C:9]2[S:14][CH:13]=[C:12]([CH3:15])[C:10]=2[N:11]=1. Product: [CH2:1]([NH:4][C:6]1[N:7]=[C:8]([NH:16][CH2:17][C:18]([CH3:21])([CH3:20])[CH3:19])[C:9]2[S:14][CH:13]=[C:12]([CH3:15])[C:10]=2[N:11]=1)[CH:2]=[CH2:3]. The catalyst class is: 6. (3) Reactant: [OH:1][C@H:2]([CH2:36][OH:37])[CH2:3][O:4][C:5]1[CH:10]=[C:9]([CH3:11])[C:8]([C:12]2[CH:17]=[CH:16][CH:15]=[C:14]([CH2:18][NH:19][C:20]3[CH:33]=[CH:32][C:23]([CH2:24][N:25]4[C:29](=[O:30])[NH:28][C:27](=[O:31])[O:26]4)=[CH:22][CH:21]=3)[C:13]=2[CH3:34])=[C:7]([CH3:35])[CH:6]=1.O.[S:39](=[O:43])(=[O:42])([OH:41])[OH:40]. Product: [S:39]([OH:43])([OH:42])(=[O:41])=[O:40].[OH:1][C@H:2]([CH2:36][OH:37])[CH2:3][O:4][C:5]1[CH:6]=[C:7]([CH3:35])[C:8]([C:12]2[CH:17]=[CH:16][CH:15]=[C:14]([CH2:18][NH:19][C:20]3[CH:33]=[CH:32][C:23]([CH2:24][N:25]4[C:29](=[O:30])[NH:28][C:27](=[O:31])[O:26]4)=[CH:22][CH:21]=3)[C:13]=2[CH3:34])=[C:9]([CH3:11])[CH:10]=1. The catalyst class is: 10. (4) Reactant: [CH2:1]([O:8][C:9]1[CH:18]=[C:17]2[C:12]([C:13](Cl)=[N:14][C:15]([Cl:19])=[N:16]2)=[CH:11][C:10]=1[O:21][CH3:22])[C:2]1[CH:7]=[CH:6][CH:5]=[CH:4][CH:3]=1.[NH2:23][C:24]1[CH:28]=[C:27]([CH3:29])[NH:26][N:25]=1.C(N(CC)CC)C. Product: [CH2:1]([O:8][C:9]1[CH:18]=[C:17]2[C:12]([C:13]([NH:23][C:24]3[CH:28]=[C:27]([CH3:29])[NH:26][N:25]=3)=[N:14][C:15]([Cl:19])=[N:16]2)=[CH:11][C:10]=1[O:21][CH3:22])[C:2]1[CH:7]=[CH:6][CH:5]=[CH:4][CH:3]=1. The catalyst class is: 8. (5) Reactant: [CH3:1][C:2]([CH3:5])([O-])[CH3:3].[K+].[Si:7]([O:14][C:15]1[CH:20]=[C:19]([O:21][Si:22]([C:25]([CH3:28])([CH3:27])[CH3:26])([CH3:24])[CH3:23])[CH:18]=[CH:17][C:16]=1C1CCC(=O)CC1)([C:10]([CH3:13])([CH3:12])[CH3:11])([CH3:9])[CH3:8].[Cl-].[NH4+].[CH2:38]1[CH2:42]OC[CH2:39]1. Product: [C:25]([Si:22]([O:21][C:19]1[CH:18]=[CH:17][C:16]([CH:38]2[CH2:42][CH2:3][C:2](=[CH2:5])[CH2:1][CH2:39]2)=[C:15]([O:14][Si:7]([C:10]([CH3:11])([CH3:13])[CH3:12])([CH3:9])[CH3:8])[CH:20]=1)([CH3:24])[CH3:23])([CH3:26])([CH3:27])[CH3:28]. The catalyst class is: 629. (6) Reactant: [NH2:1][C:2]1[CH:9]=[CH:8][C:5]([C:6]#[N:7])=[C:4]([CH3:10])[CH:3]=1.[OH-:11].[Na+]. Product: [NH2:1][C:2]1[CH:9]=[CH:8][C:5]([C:6]([NH2:7])=[O:11])=[C:4]([CH3:10])[CH:3]=1. The catalyst class is: 65.